From a dataset of Peptide-MHC class I binding affinity with 185,985 pairs from IEDB/IMGT. Regression. Given a peptide amino acid sequence and an MHC pseudo amino acid sequence, predict their binding affinity value. This is MHC class I binding data. (1) The peptide sequence is PKQAWCWF. The MHC is Mamu-B17 with pseudo-sequence Mamu-B17. The binding affinity (normalized) is 0. (2) The MHC is HLA-B46:01 with pseudo-sequence HLA-B46:01. The peptide sequence is LPLESCFGV. The binding affinity (normalized) is 0.0847. (3) The peptide sequence is YHSQGSWYK. The MHC is HLA-B08:03 with pseudo-sequence HLA-B08:03. The binding affinity (normalized) is 0.0847. (4) The MHC is Mamu-B03 with pseudo-sequence Mamu-B03. The binding affinity (normalized) is 0.420. The peptide sequence is ARRHRILDMY. (5) The peptide sequence is EMKTQLEEL. The MHC is HLA-A02:03 with pseudo-sequence HLA-A02:03. The binding affinity (normalized) is 0.594.